Dataset: Catalyst prediction with 721,799 reactions and 888 catalyst types from USPTO. Task: Predict which catalyst facilitates the given reaction. Reactant: [CH:1]([OH:4])([CH3:3])[CH3:2].[H-].[Na+].F[C:8]1[CH:13]=[CH:12][C:11]([Br:14])=[CH:10][N:9]=1. Product: [Br:14][C:11]1[CH:12]=[CH:13][C:8]([O:4][CH:1]([CH3:3])[CH3:2])=[N:9][CH:10]=1. The catalyst class is: 869.